Task: Predict the product of the given reaction.. Dataset: Forward reaction prediction with 1.9M reactions from USPTO patents (1976-2016) (1) Given the reactants [O:1]=[S:2](Cl)Cl.[CH2:5]([NH:12][C@@H:13]([CH3:17])[CH:14]([OH:16])[CH3:15])[C:6]1[CH:11]=[CH:10][CH:9]=[CH:8][CH:7]=1.C(CC([OH:34])[C@@H](NCC1C=CC=CC=1)C)(C)(C)C.N1C=CN=C1.C(N(CC)CC)C.I([O-])(=O)(=O)=O.[Na+], predict the reaction product. The product is: [CH2:5]([N:12]1[CH:13]([CH3:17])[C@H:14]([CH3:15])[O:16][S:2]1(=[O:1])=[O:34])[C:6]1[CH:11]=[CH:10][CH:9]=[CH:8][CH:7]=1. (2) Given the reactants [C:1]([C:3]1[CH:8]=[CH:7][C:6]([CH2:9][CH2:10][CH2:11][C:12]([OH:14])=[O:13])=[C:5]([NH:15][C:16](=[O:29])[CH:17]([C:19]2[C:28]3[C:23](=[CH:24][CH:25]=[CH:26][CH:27]=3)[CH:22]=[CH:21][CH:20]=2)[CH3:18])[CH:4]=1)#[N:2].I[CH2:31][CH2:32][OH:33].C(=O)([O-])[O-].[K+].[K+].O, predict the reaction product. The product is: [OH:33][CH2:32][CH2:31][O:13][C:12](=[O:14])[CH2:11][CH2:10][CH2:9][C:6]1[CH:7]=[CH:8][C:3]([C:1]#[N:2])=[CH:4][C:5]=1[NH:15][C:16](=[O:29])[CH:17]([C:19]1[C:28]2[C:23](=[CH:24][CH:25]=[CH:26][CH:27]=2)[CH:22]=[CH:21][CH:20]=1)[CH3:18]. (3) The product is: [OH:7][C:8]1[CH:9]=[C:10]([CH2:17][C:18]#[N:19])[C:11]2[O:15][CH:14]=[CH:13][C:12]=2[CH:16]=1. Given the reactants O1CCCCC1[O:7][C:8]1[CH:9]=[C:10]([CH2:17][C:18]#[N:19])[C:11]2[O:15][CH:14]=[CH:13][C:12]=2[CH:16]=1.O.C1(C)C=CC(S(O)(=O)=O)=CC=1, predict the reaction product. (4) Given the reactants I[C:2]1[N:7]=[CH:6][C:5]([NH:8][C:9](=[O:20])[C:10]2[CH:15]=[C:14]([N+:16]([O-:18])=[O:17])[CH:13]=[CH:12][C:11]=2[CH3:19])=[CH:4][N:3]=1.[O:21]1[CH2:26][CH2:25][N:24]([CH2:27][CH2:28][NH2:29])[CH2:23][CH2:22]1.CCN(C(C)C)C(C)C, predict the reaction product. The product is: [CH3:19][C:11]1[CH:12]=[CH:13][C:14]([N+:16]([O-:18])=[O:17])=[CH:15][C:10]=1[C:9]([NH:8][C:5]1[CH:4]=[N:3][C:2]([NH:29][CH2:28][CH2:27][N:24]2[CH2:25][CH2:26][O:21][CH2:22][CH2:23]2)=[N:7][CH:6]=1)=[O:20]. (5) The product is: [CH3:47][N:32]([CH3:31])[C:33]([CH3:45])([CH3:46])[CH2:34][O:35][C:36]1[CH:43]=[CH:42][C:39]([CH2:40][CH2:2][CH2:1][NH:3][C:4]2[CH:9]=[C:8]([O:10][CH3:11])[C:7]([O:12][CH3:13])=[CH:6][C:5]=2[C@@H:14]2[CH2:23][CH2:22][C:21]3[CH:20]=[C:19]([OH:24])[CH:18]=[CH:17][C:16]=3[CH2:15]2)=[CH:38][C:37]=1[F:44]. Given the reactants [CH2:1]([NH:3][C:4]1[CH:9]=[C:8]([O:10][CH3:11])[C:7]([O:12][CH3:13])=[CH:6][C:5]=1[C@@H:14]1[CH2:23][CH2:22][C:21]2[CH:20]=[C:19]([O:24]C(=O)C(C)(C)C)[CH:18]=[CH:17][C:16]=2[CH2:15]1)[CH3:2].[CH3:31][N:32]([CH3:47])[C:33]([CH3:46])([CH3:45])[CH2:34][O:35][C:36]1[CH:43]=[CH:42][C:39]([CH:40]=O)=[CH:38][C:37]=1[F:44], predict the reaction product. (6) Given the reactants [CH3:1][O:2][CH2:3][CH2:4][O:5][CH2:6][C:7]1[N:12]=[CH:11][C:10]([O:13][C:14]2[CH:15]=[C:16]3[C:20](=[C:21]([O:23][CH:24]4[CH2:29][CH2:28][O:27][CH2:26][CH2:25]4)[CH:22]=2)[NH:19][C:18]([C:30](=[S:32])[NH2:31])=[CH:17]3)=[CH:9][CH:8]=1.[C:33]([O:38][CH2:39][CH3:40])(=[O:37])[C:34]#[C:35][CH3:36].C(P(CCCC)CCCC)CCC.C(OCC)(=O)C, predict the reaction product. The product is: [CH2:39]([O:38][C:33](=[O:37])[CH2:34][CH:35]1[S:32][C:30]([C:18]2[NH:19][C:20]3[C:16]([CH:17]=2)=[CH:15][C:14]([O:13][C:10]2[CH:11]=[N:12][C:7]([CH2:6][O:5][CH2:4][CH2:3][O:2][CH3:1])=[CH:8][CH:9]=2)=[CH:22][C:21]=3[O:23][CH:24]2[CH2:25][CH2:26][O:27][CH2:28][CH2:29]2)=[N:31][CH2:36]1)[CH3:40]. (7) Given the reactants [Cl:1][CH2:2][CH:3]([OH:10])[CH2:4][C:5]([O:7][CH2:8][CH3:9])=[O:6].C[Si](Cl)C, predict the reaction product. The product is: [Cl:1][CH2:2][C:3](=[O:10])[CH2:4][C:5]([O:7][CH2:8][CH3:9])=[O:6]. (8) Given the reactants [CH2:1]([O:3][CH2:4][C:5]([OH:7])=O)[CH3:2].C(Cl)(=O)C(Cl)=O.CN(C=O)C.[Cl:19][C:20]1[CH:21]=[C:22]([CH:25]=[C:26]([NH:28][CH2:29][C:30]2[CH:35]=[CH:34][C:33]([O:36][C:37]([F:40])([F:39])[F:38])=[CH:32][CH:31]=2)[CH:27]=1)[C:23]#[N:24], predict the reaction product. The product is: [Cl:19][C:20]1[CH:27]=[C:26]([N:28]([CH2:29][C:30]2[CH:31]=[CH:32][C:33]([O:36][C:37]([F:38])([F:39])[F:40])=[CH:34][CH:35]=2)[C:5](=[O:7])[CH2:4][O:3][CH2:1][CH3:2])[CH:25]=[C:22]([C:23]#[N:24])[CH:21]=1. (9) Given the reactants [CH2:1]([O:8][C:9]1[CH:16]=[CH:15][C:12]([CH:13]=O)=[CH:11][C:10]=1[O:17][CH3:18])[C:2]1[CH:7]=[CH:6][CH:5]=[CH:4][CH:3]=1.C([O-])(=O)C.[NH4+].[N+:24]([CH2:27][CH3:28])([O-:26])=[O:25], predict the reaction product. The product is: [CH2:1]([O:8][C:9]1[CH:16]=[CH:15][C:12]([CH:13]=[C:27]([N+:24]([O-:26])=[O:25])[CH3:28])=[CH:11][C:10]=1[O:17][CH3:18])[C:2]1[CH:7]=[CH:6][CH:5]=[CH:4][CH:3]=1. (10) Given the reactants FC(F)(F)C(O)=O.[F:8][C:9]1[CH:14]=[C:13]([N:15]2[CH:19]=[N:18][N:17]=[N:16]2)[CH:12]=[CH:11][C:10]=1[C:20]1[CH:21]=[CH:22][C:23]2[O:27][C:26]([CH:28]3[CH2:33][CH2:32][NH:31][CH2:30][CH2:29]3)=[N:25][C:24]=2[CH:34]=1.[C:35](O)(=[O:40])[CH2:36][CH:37]([CH3:39])[CH3:38].CCN=C=NCCCN(C)C.Cl.C1C=CC2N(O)N=NC=2C=1, predict the reaction product. The product is: [F:8][C:9]1[CH:14]=[C:13]([N:15]2[CH:19]=[N:18][N:17]=[N:16]2)[CH:12]=[CH:11][C:10]=1[C:20]1[CH:21]=[CH:22][C:23]2[O:27][C:26]([CH:28]3[CH2:29][CH2:30][N:31]([C:35](=[O:40])[CH2:36][CH:37]([CH3:39])[CH3:38])[CH2:32][CH2:33]3)=[N:25][C:24]=2[CH:34]=1.